This data is from Catalyst prediction with 721,799 reactions and 888 catalyst types from USPTO. The task is: Predict which catalyst facilitates the given reaction. (1) Reactant: [NH2:1][C:2]1[N:7]=[C:6]([C:8]([O:10]C)=[O:9])[CH:5]=[C:4](Cl)[N:3]=1.[C:13]1(B(O)O)[CH:18]=[CH:17][CH:16]=[CH:15][CH:14]=1.C([O-])(O)=O.[Na+]. Product: [NH2:1][C:2]1[N:7]=[C:6]([C:8]([OH:10])=[O:9])[CH:5]=[C:4]([C:13]2[CH:18]=[CH:17][CH:16]=[CH:15][CH:14]=2)[N:3]=1. The catalyst class is: 1. (2) Product: [Cl:1][C:2]1[CH:7]=[CH:6][C:5]([OH:8])=[CH:4][C:3]=1[C:10]1[CH:36]=[C:35]([CH3:37])[C:13]2[N:14]=[C:15]([NH:18][C:19]3[CH:20]=[CH:21][C:22]([S:25]([N:28]4[CH2:29][CH2:30][N:31]([CH3:34])[CH2:32][CH2:33]4)(=[O:26])=[O:27])=[CH:23][CH:24]=3)[N:16]=[N:17][C:12]=2[CH:11]=1. The catalyst class is: 2. Reactant: [Cl:1][C:2]1[CH:7]=[CH:6][C:5]([O:8]C)=[CH:4][C:3]=1[C:10]1[CH:36]=[C:35]([CH3:37])[C:13]2[N:14]=[C:15]([NH:18][C:19]3[CH:24]=[CH:23][C:22]([S:25]([N:28]4[CH2:33][CH2:32][N:31]([CH3:34])[CH2:30][CH2:29]4)(=[O:27])=[O:26])=[CH:21][CH:20]=3)[N:16]=[N:17][C:12]=2[CH:11]=1.B(Br)(Br)Br. (3) Reactant: C[O:2][C:3]1[CH:11]=[C:10]([O:12][CH3:13])[C:9]([O:14][CH3:15])=[CH:8][C:4]=1[C:5]([OH:7])=[O:6].[Al](Cl)(Cl)Cl.O.O.O.O.O.O.[Na+].[Br-].Cl. Product: [OH:2][C:3]1[CH:11]=[C:10]([O:12][CH3:13])[C:9]([O:14][CH3:15])=[CH:8][C:4]=1[C:5]([OH:7])=[O:6]. The catalyst class is: 35. (4) Reactant: C(O[C:4](=[O:26])[C:5]1[CH:10]=[CH:9][N:8]=[CH:7][C:6]=1[N:11]1[CH2:15][CH2:14][N:13]([C:16]2[CH:24]=[CH:23][C:19]3[N:20]=[CH:21][S:22][C:18]=3[CH:17]=2)[C:12]1=[O:25])C.CO.[NH3:29]. Product: [S:22]1[C:18]2[CH:17]=[C:16]([N:13]3[CH2:14][CH2:15][N:11]([C:6]4[CH:7]=[N:8][CH:9]=[CH:10][C:5]=4[C:4]([NH2:29])=[O:26])[C:12]3=[O:25])[CH:24]=[CH:23][C:19]=2[N:20]=[CH:21]1. The catalyst class is: 22. (5) Reactant: C(O[C:6]([N:8]([C:10](=[O:24])[C:11]1[CH:16]=[C:15]([F:17])[C:14]([F:18])=[C:13]([Cl:19])[C:12]=1[NH:20][CH:21]1[CH2:23][CH2:22]1)[NH2:9])=[O:7])(C)(C)C.[C:25](=[O:28])([O-])[O-:26].[K+].[K+].Cl[C:32](Cl)(OC(=O)OC(Cl)(Cl)Cl)Cl.O1[CH2:47][CH2:46][CH2:45]C1. Product: [C:46]([O:26][C:25](=[O:28])[NH:9][N:8]1[C:10](=[O:24])[C:11]2[C:12](=[C:13]([Cl:19])[C:14]([F:18])=[C:15]([F:17])[CH:16]=2)[N:20]([CH:21]2[CH2:22][CH2:23]2)[C:6]1=[O:7])([CH3:45])([CH3:47])[CH3:32]. The catalyst class is: 13. (6) The catalyst class is: 3. Product: [NH2:37][C:38]1[N:43]([C:44]2[CH:45]=[CH:46][C:47]([NH:50][C:10](=[O:12])[CH2:9][C:3]3[CH:4]=[C:5]([F:8])[CH:6]=[CH:7][C:2]=3[F:1])=[CH:48][CH:49]=2)[CH2:42][N:41]=[C:40]2[S:51][CH:52]=[CH:53][C:39]=12. Reactant: [F:1][C:2]1[CH:7]=[CH:6][C:5]([F:8])=[CH:4][C:3]=1[CH2:9][C:10]([OH:12])=O.CN(C(ON1N=NC2C=CC=CC1=2)=[N+](C)C)C.F[P-](F)(F)(F)(F)F.[NH2:37][C:38]1[N:43]([C:44]2[CH:49]=[CH:48][C:47]([NH2:50])=[CH:46][CH:45]=2)[CH2:42][N:41]=[C:40]2[S:51][CH:52]=[CH:53][C:39]=12.CCN(C(C)C)C(C)C.CO.C(NCC)C. (7) Reactant: [NH:1]1[CH2:6][CH2:5][CH2:4][C@H:3]([NH:7][C:8]2[CH:9]=[C:10]3[C:14](=[CH:15][CH:16]=2)[NH:13][N:12]=[CH:11]3)[CH2:2]1.[CH3:17][S:18][C:19]1[CH:26]=[CH:25][C:22]([CH:23]=O)=[CH:21][CH:20]=1. Product: [CH3:17][S:18][C:19]1[CH:26]=[CH:25][C:22]([CH2:23][N:1]2[CH2:6][CH2:5][CH2:4][C@H:3]([NH:7][C:8]3[CH:9]=[C:10]4[C:14](=[CH:15][CH:16]=3)[NH:13][N:12]=[CH:11]4)[CH2:2]2)=[CH:21][CH:20]=1. The catalyst class is: 1. (8) Product: [F:12][C:13]([F:24])([F:23])[C:14]1[CH:19]=[C:18]([C:2]2[CH:10]=[CH:9][C:5]([C:6]([OH:8])=[O:7])=[CH:4][CH:3]=2)[CH:17]=[CH:16][CH:15]=1. Reactant: I[C:2]1[CH:10]=[CH:9][C:5]([C:6]([OH:8])=[O:7])=[CH:4][CH:3]=1.O.[F:12][C:13]([F:24])([F:23])[C:14]1[CH:15]=[C:16](B(O)O)[CH:17]=[CH:18][CH:19]=1.C(=O)([O-])[O-].[Na+].[Na+]. The catalyst class is: 104. (9) Reactant: [Cl:1][C:2]1[CH:3]=[CH:4][C:5]([O:14][CH2:15][CH2:16][N:17]2[CH2:22][CH2:21][CH2:20][CH2:19][CH2:18]2)=[C:6]2[C:11]=1[NH:10][C:9](=O)[C:8]([CH3:13])=[CH:7]2.O=P(Cl)(Cl)[Cl:25].[Cl-].C([NH+](CC)CC)C. Product: [Cl:25][C:9]1[C:8]([CH3:13])=[CH:7][C:6]2[C:11](=[C:2]([Cl:1])[CH:3]=[CH:4][C:5]=2[O:14][CH2:15][CH2:16][N:17]2[CH2:22][CH2:21][CH2:20][CH2:19][CH2:18]2)[N:10]=1. The catalyst class is: 10.